This data is from Forward reaction prediction with 1.9M reactions from USPTO patents (1976-2016). The task is: Predict the product of the given reaction. (1) The product is: [O:24]1[CH2:4][C:5](=[O:6])[NH:7][CH2:8][C:9]21[C:15]1[CH:16]=[CH:17][CH:18]=[CH:19][C:14]=1[S:13][C:12]1[CH:20]=[CH:21][CH:22]=[CH:23][C:11]=1[CH2:10]2. Given the reactants [OH-].[K+].Br[CH2:4][C:5]([NH:7][CH2:8][C:9]1([OH:24])[C:15]2[CH:16]=[CH:17][CH:18]=[CH:19][C:14]=2[S:13][C:12]2[CH:20]=[CH:21][CH:22]=[CH:23][C:11]=2[CH2:10]1)=[O:6], predict the reaction product. (2) Given the reactants [NH2:1][C:2]1[NH:3][C:4](=[O:24])[C:5]([C:14]2[CH:15]=[CH:16][C:17](=[O:23])[N:18]([CH:20]([CH3:22])[CH3:21])[N:19]=2)=[C:6]([C:8]2[CH:13]=[CH:12][CH:11]=[CH:10][CH:9]=2)[N:7]=1.Cl[CH2:26][C:27]([CH3:29])=[O:28], predict the reaction product. The product is: [NH2:1][C:2]1[N:3]=[C:4]([O:24][CH2:26][C:27](=[O:28])[CH3:29])[C:5]([C:14]2[CH:15]=[CH:16][C:17](=[O:23])[N:18]([CH:20]([CH3:22])[CH3:21])[N:19]=2)=[C:6]([C:8]2[CH:9]=[CH:10][CH:11]=[CH:12][CH:13]=2)[N:7]=1. (3) Given the reactants [C:1]([C:5]1[C:6]([OH:24])=[C:7]([C:21]([OH:23])=[O:22])[C:8]([CH3:20])=[C:9]([C:11]2[CH:16]=[CH:15][C:14]([O:17]C)=[CH:13][C:12]=2[CH3:19])[CH:10]=1)([CH3:4])([CH3:3])[CH3:2].C(C1C(OC)=C(C(OC)=O)C(C)=C(C2C=CC(OC)=CC=2C)C=1)(C)(C)C.B(Cl)(Cl)Cl, predict the reaction product. The product is: [C:1]([C:5]1[C:6]([OH:24])=[C:7]([C:21]([OH:23])=[O:22])[C:8]([CH3:20])=[C:9]([C:11]2[CH:16]=[CH:15][C:14]([OH:17])=[CH:13][C:12]=2[CH3:19])[CH:10]=1)([CH3:4])([CH3:2])[CH3:3]. (4) The product is: [CH2:24]([O:26][C:27]([C:29]1([C:32]2[CH:37]=[CH:36][C:35]([C:19]3[CH:20]=[CH:21][C:16]([C:15]4[O:14][N:13]=[C:12]([CH3:23])[C:11]=4[CH2:10][CH2:9][S:8][CH2:1][C:2]4[CH:7]=[CH:6][CH:5]=[CH:4][CH:3]=4)=[CH:17][CH:18]=3)=[CH:34][CH:33]=2)[CH2:30][CH2:31]1)=[O:28])[CH3:25]. Given the reactants [CH2:1]([S:8][CH2:9][CH2:10][C:11]1[C:12]([CH3:23])=[N:13][O:14][C:15]=1[C:16]1[CH:21]=[CH:20][C:19](Br)=[CH:18][CH:17]=1)[C:2]1[CH:7]=[CH:6][CH:5]=[CH:4][CH:3]=1.[CH2:24]([O:26][C:27]([C:29]1([C:32]2[CH:37]=[CH:36][C:35](B3OC(C)(C)C(C)(C)O3)=[CH:34][CH:33]=2)[CH2:31][CH2:30]1)=[O:28])[CH3:25], predict the reaction product. (5) Given the reactants [H-].[Na+].[C:3]([O:8][CH3:9])(=[O:7])[CH2:4][CH2:5][CH3:6].[CH:10](OC)=[O:11], predict the reaction product. The product is: [OH:11]/[CH:10]=[C:4](/[CH2:5][CH3:6])\[C:3]([O:8][CH3:9])=[O:7].